This data is from Full USPTO retrosynthesis dataset with 1.9M reactions from patents (1976-2016). The task is: Predict the reactants needed to synthesize the given product. (1) Given the product [F:19][C:20]1[CH:25]=[C:24]([CH2:26][C:10]([C:11]2[CH:12]=[CH:13][CH:7]=[C:5]([CH3:6])[CH:14]=2)=[O:27])[CH:23]=[CH:22][N:21]=1, predict the reactants needed to synthesize it. The reactants are: C(N[CH:5]([CH3:7])[CH3:6])(C)C.CC[CH2:10][CH2:11][CH2:12][CH3:13].[CH2:14]([Li])CCC.[F:19][C:20]1[CH:25]=[C:24]([CH3:26])[CH:23]=[CH:22][N:21]=1.[OH2:27]. (2) Given the product [Cl:23][C:5]1[C:6]([C:8]2[C:9](=[O:22])[N:10]([CH2:20][CH3:21])[C:11]3[C:16]([CH:17]=2)=[CH:15][N:14]=[C:13]([NH:18][CH3:19])[CH:12]=3)=[CH:7][C:2]([NH:1][C:31](=[O:32])[O:33][C:34]([CH3:36])=[CH2:35])=[C:3]([F:24])[CH:4]=1, predict the reactants needed to synthesize it. The reactants are: [NH2:1][C:2]1[C:3]([F:24])=[CH:4][C:5]([Cl:23])=[C:6]([C:8]2[C:9](=[O:22])[N:10]([CH2:20][CH3:21])[C:11]3[C:16]([CH:17]=2)=[CH:15][N:14]=[C:13]([NH:18][CH3:19])[CH:12]=3)[CH:7]=1.C([O-])(O)=O.[Na+].Cl[C:31]([O:33][C:34]([CH3:36])=[CH2:35])=[O:32]. (3) Given the product [CH2:1]([N:3]1[C:7]2=[N:8][C:9]([CH2:45][CH3:46])=[C:10]([CH2:19][N:20]([CH2:29][C:30]3[CH:31]=[C:32]([C:37]4[CH:42]=[CH:41][CH:40]=[C:39]([CH2:47][N:48]5[CH2:53][CH2:52][N:51]([CH3:54])[CH2:50][CH2:49]5)[CH:38]=4)[C:33]([F:36])=[CH:34][CH:35]=3)[C:21]([C:23]3([C:26]([NH2:28])=[O:27])[CH2:24][CH2:25]3)=[O:22])[C:11]([NH:12][CH:13]3[CH2:18][CH2:17][O:16][CH2:15][CH2:14]3)=[C:6]2[CH:5]=[N:4]1)[CH3:2], predict the reactants needed to synthesize it. The reactants are: [CH2:1]([N:3]1[C:7]2=[N:8][C:9]([CH2:45][CH3:46])=[C:10]([CH2:19][N:20]([CH2:29][C:30]3[CH:31]=[C:32]([C:37]4[CH:42]=[CH:41][CH:40]=[C:39](C=O)[CH:38]=4)[C:33]([F:36])=[CH:34][CH:35]=3)[C:21]([C:23]3([C:26]([NH2:28])=[O:27])[CH2:25][CH2:24]3)=[O:22])[C:11]([NH:12][CH:13]3[CH2:18][CH2:17][O:16][CH2:15][CH2:14]3)=[C:6]2[CH:5]=[N:4]1)[CH3:2].[CH3:47][N:48]1[CH2:53][CH2:52][NH:51][CH2:50][CH2:49]1.[C:54](O[BH-](OC(=O)C)OC(=O)C)(=O)C.[Na+].C(O)(=O)C. (4) Given the product [CH:1]1([CH:6]([OH:7])[C:9]2[CH:19]=[CH:18][C:12]([C:13]([O:15][CH2:16][CH3:17])=[O:14])=[CH:11][CH:10]=2)[CH2:5][CH2:4][CH2:3][CH2:2]1, predict the reactants needed to synthesize it. The reactants are: [CH:1]1([CH:6]=[O:7])[CH2:5][CH2:4][CH2:3][CH2:2]1.I[C:9]1[CH:19]=[CH:18][C:12]([C:13]([O:15][CH2:16][CH3:17])=[O:14])=[CH:11][CH:10]=1. (5) The reactants are: [C:1]1([C:5]([OH:7])=[O:6])[CH2:4][CH2:3][CH:2]=1.C(Cl)(=O)C(Cl)=O.[F:14][C:15]1[C:20]([F:21])=[C:19]([F:22])[C:18]([F:23])=[C:17]([F:24])[C:16]=1O.C(N(CC)CC)C.C1(C(Cl)=O)CCC=1. Given the product [C:1]1([C:5]([O:7][C:16]2[C:17]([F:24])=[C:18]([F:23])[C:19]([F:22])=[C:20]([F:21])[C:15]=2[F:14])=[O:6])[CH2:4][CH2:3][CH:2]=1, predict the reactants needed to synthesize it. (6) Given the product [F:44][C:42]1[CH:43]=[C:38]([CH:39]=[C:40]([F:56])[C:41]=1[OH:45])[CH2:37][N:10]([CH2:9][CH2:8][C:6]1[CH:7]=[C:2]([F:1])[CH:3]=[CH:4][C:5]=1[O:18][CH2:19][C:20]1[CH:25]=[CH:24][C:23]([C:26]2[CH:27]=[CH:28][C:29]([C:32]([F:33])([F:34])[F:35])=[CH:30][CH:31]=2)=[CH:22][CH:21]=1)[CH2:11][CH2:12][CH2:13][CH2:14][C:15]([OH:17])=[O:16], predict the reactants needed to synthesize it. The reactants are: [F:1][C:2]1[CH:3]=[CH:4][C:5]([O:18][CH2:19][C:20]2[CH:25]=[CH:24][C:23]([C:26]3[CH:31]=[CH:30][C:29]([C:32]([F:35])([F:34])[F:33])=[CH:28][CH:27]=3)=[CH:22][CH:21]=2)=[C:6]([CH2:8][CH2:9][NH:10][CH2:11][CH2:12][CH2:13][CH2:14][C:15]([OH:17])=[O:16])[CH:7]=1.Br[CH2:37][C:38]1[CH:39]=[C:40]([F:56])[C:41]([O:45][Si](C(C)C)(C(C)C)C(C)C)=[C:42]([F:44])[CH:43]=1.C(=O)([O-])[O-].[K+].[K+].[I-].[K+].